From a dataset of Peptide-MHC class II binding affinity with 134,281 pairs from IEDB. Regression. Given a peptide amino acid sequence and an MHC pseudo amino acid sequence, predict their binding affinity value. This is MHC class II binding data. (1) The peptide sequence is QLALHKMKSSDAREE. The MHC is DRB1_0101 with pseudo-sequence DRB1_0101. The binding affinity (normalized) is 0.957. (2) The peptide sequence is GKQLYNVEATSYALL. The MHC is DRB1_0401 with pseudo-sequence DRB1_0401. The binding affinity (normalized) is 0.525.